Dataset: Reaction yield outcomes from USPTO patents with 853,638 reactions. Task: Predict the reaction yield, written as a fraction of the theoretical maximum amount of product (1.0 means a 100% yield; for example, 0.34 means a 34% yield). (1) The reactants are Br[C:2]1[CH:10]=[C:9]2[C:5]([CH2:6][NH:7][C:8]2=[O:11])=[CH:4][CH:3]=1.C1C=CC(P(C2C=CC=CC=2)C2C=CC=CC=2)=CC=1.[CH3:31][N:32](C=O)C. The catalyst is CC([O-])=O.CC([O-])=O.[Pd+2].[C-]#N.[C-]#N.[Zn+2]. The product is [O:11]=[C:8]1[C:9]2[C:5](=[CH:4][CH:3]=[C:2]([C:31]#[N:32])[CH:10]=2)[CH2:6][NH:7]1. The yield is 0.780. (2) The reactants are Br[C:2]1[CH:3]=[C:4]2[CH:19]3[CH2:20][N:21]([C:24]([O:26][CH2:27][CH3:28])=[O:25])[CH2:22][CH2:23][CH:18]3[N:6]3[CH2:7][CH:8]([CH3:17])[N:9]([C:12]([O:14][CH2:15][CH3:16])=[O:13])[C:10]([CH:11]=1)=[C:5]23.[Cl:29][C:30]1[CH:35]=[C:34]([Cl:36])[CH:33]=[CH:32][C:31]=1B(O)O.C([O-])([O-])=O.[Na+].[Na+]. The catalyst is CN(C=O)C.C(OCC)(=O)C.C1C=CC([P]([Pd]([P](C2C=CC=CC=2)(C2C=CC=CC=2)C2C=CC=CC=2)([P](C2C=CC=CC=2)(C2C=CC=CC=2)C2C=CC=CC=2)[P](C2C=CC=CC=2)(C2C=CC=CC=2)C2C=CC=CC=2)(C2C=CC=CC=2)C2C=CC=CC=2)=CC=1. The product is [Cl:29][C:30]1[CH:35]=[C:34]([Cl:36])[CH:33]=[CH:32][C:31]=1[C:2]1[CH:3]=[C:4]2[CH:19]3[CH2:20][N:21]([C:24]([O:26][CH2:27][CH3:28])=[O:25])[CH2:22][CH2:23][CH:18]3[N:6]3[CH2:7][CH:8]([CH3:17])[N:9]([C:12]([O:14][CH2:15][CH3:16])=[O:13])[C:10]([CH:11]=1)=[C:5]23. The yield is 0.290. (3) The reactants are [NH2:1][C:2]1[N:3]=[CH:4][C:5]([C:12]2[CH:13]=[N:14][N:15]([CH:17]3[CH2:22][CH2:21][N:20]([C:23](=[O:25])[CH3:24])[CH2:19][CH2:18]3)[CH:16]=2)=[C:6]2[CH:10]=[C:9](Cl)[O:8][C:7]=12.O1CCOCC1.[F:32][C:33]1[CH:41]=[C:40]2[C:36]([C:37](B3OC(C)(C)C(C)(C)O3)=[CH:38][N:39]2[Si](C(C)C)(C(C)C)C(C)C)=[CH:35][CH:34]=1.C(=O)([O-])[O-].[K+].[K+]. The catalyst is Cl[Pd](Cl)([P](C1C=CC=CC=1)(C1C=CC=CC=1)C1C=CC=CC=1)[P](C1C=CC=CC=1)(C1C=CC=CC=1)C1C=CC=CC=1.O. The product is [NH2:1][C:2]1[N:3]=[CH:4][C:5]([C:12]2[CH:13]=[N:14][N:15]([CH:17]3[CH2:22][CH2:21][N:20]([C:23](=[O:25])[CH3:24])[CH2:19][CH2:18]3)[CH:16]=2)=[C:6]2[CH:10]=[C:9]([C:37]3[C:36]4[C:40](=[CH:41][C:33]([F:32])=[CH:34][CH:35]=4)[NH:39][CH:38]=3)[O:8][C:7]=12. The yield is 0.280. (4) The reactants are [NH2:1][CH2:2][CH2:3][C@H:4]([N:6]1[CH2:11][CH2:10][CH:9]([N:12]([C:21]2[CH:26]=[CH:25][C:24]([O:27][CH2:28][CH2:29][O:30][CH3:31])=[CH:23][CH:22]=2)[CH2:13][C:14]2[CH:15]=[N:16][CH:17]=[CH:18][C:19]=2[CH3:20])[CH2:8][CH2:7]1)[CH3:5].[CH3:32][C:33]1[N:41]=[C:40]([Cl:42])[CH:39]=[C:38]([CH3:43])[C:34]=1[C:35](O)=[O:36].CCN(C(C)C)C(C)C.C1C=CC2N(O)N=NC=2C=1.CCN=C=NCCCN(C)C. The catalyst is CN(C=O)C. The product is [Cl:42][C:40]1[CH:39]=[C:38]([CH3:43])[C:34]([C:35]([NH:1][CH2:2][CH2:3][C@H:4]([N:6]2[CH2:11][CH2:10][CH:9]([N:12]([C:21]3[CH:26]=[CH:25][C:24]([O:27][CH2:28][CH2:29][O:30][CH3:31])=[CH:23][CH:22]=3)[CH2:13][C:14]3[CH:15]=[N:16][CH:17]=[CH:18][C:19]=3[CH3:20])[CH2:8][CH2:7]2)[CH3:5])=[O:36])=[C:33]([CH3:32])[N:41]=1. The yield is 0.230. (5) The catalyst is C(Cl)Cl.CCO. The product is [F:42][C:41]([F:44])([F:43])[C:39]([OH:45])=[O:40].[C:1]1([C:7]2[CH:12]=[C:11]([CH:13]3[CH2:18][CH2:17][N:16]([O:19][CH3:20])[CH2:15][CH2:14]3)[CH:10]=[CH:9][C:8]=2[NH:21][C:22]([C:24]2[NH:28][C:27]([C:29]#[N:30])=[CH:26][N:25]=2)=[O:23])[CH2:6][CH2:5][CH2:4][CH2:3][CH:2]=1. The reactants are [C:1]1([C:7]2[CH:12]=[C:11]([CH:13]3[CH2:18][CH2:17][N:16]([O:19][CH3:20])[CH2:15][CH2:14]3)[CH:10]=[CH:9][C:8]=2[NH:21][C:22]([C:24]2[N:25](COCC[Si](C)(C)C)[CH:26]=[C:27]([C:29]#[N:30])[N:28]=2)=[O:23])[CH2:6][CH2:5][CH2:4][CH2:3][CH:2]=1.[C:39]([OH:45])([C:41]([F:44])([F:43])[F:42])=[O:40]. The yield is 0.580.